Regression. Given a peptide amino acid sequence and an MHC pseudo amino acid sequence, predict their binding affinity value. This is MHC class I binding data. From a dataset of Peptide-MHC class I binding affinity with 185,985 pairs from IEDB/IMGT. (1) The peptide sequence is AYMDRKSFK. The MHC is HLA-B44:02 with pseudo-sequence HLA-B44:02. The binding affinity (normalized) is 0.0847. (2) The peptide sequence is IIFWFSLEI. The MHC is HLA-A02:02 with pseudo-sequence HLA-A02:02. The binding affinity (normalized) is 0.948. (3) The peptide sequence is FLKENGGL. The MHC is HLA-A24:02 with pseudo-sequence HLA-A24:02. The binding affinity (normalized) is 0. (4) The peptide sequence is ASLPYGANK. The MHC is HLA-A11:01 with pseudo-sequence HLA-A11:01. The binding affinity (normalized) is 0.565. (5) The peptide sequence is MSLNFPIAK. The binding affinity (normalized) is 1.00. The MHC is Mamu-B6601 with pseudo-sequence Mamu-B6601. (6) The peptide sequence is PERLASCRRL. The MHC is Patr-B2401 with pseudo-sequence Patr-B2401. The binding affinity (normalized) is 0. (7) The peptide sequence is AEMKTDAATL. The MHC is HLA-A30:02 with pseudo-sequence HLA-A30:02. The binding affinity (normalized) is 0.0994.